From a dataset of Catalyst prediction with 721,799 reactions and 888 catalyst types from USPTO. Predict which catalyst facilitates the given reaction. (1) Reactant: [Cl-].[Al+3].[Cl-].[Cl-].[Cl:5][CH2:6][C:7](Cl)=[O:8].[Cl:10][C:11]1[CH:16]=[CH:15][C:14]([N:17]2[C:21]([CH3:22])=[CH:20][C:19](C(=O)C(O)=O)=[C:18]2[CH3:28])=[CH:13][CH:12]=1.N1C=CC=C1. Product: [Cl:5][CH2:6][C:7]([C:20]1[CH:19]=[C:18]([CH3:28])[N:17]([C:14]2[CH:15]=[CH:16][C:11]([Cl:10])=[CH:12][CH:13]=2)[C:21]=1[CH3:22])=[O:8]. The catalyst class is: 2. (2) Reactant: [CH3:1][O:2][C:3]([C:5]1[S:6][C:7]([S:22][CH3:23])=[C:8]([S:10]([C:13]2[CH:18]=[C:17]([Br:19])[C:16]([NH2:20])=[C:15]([NH2:21])[CH:14]=2)(=[O:12])=[O:11])[CH:9]=1)=[O:4].[C:24]([O-])(O)=O.[Na+]. Product: [CH3:1][O:2][C:3]([C:5]1[S:6][C:7]([S:22][CH3:23])=[C:8]([S:10]([C:13]2[CH:18]=[C:17]([Br:19])[C:16]3[N:20]=[CH:24][NH:21][C:15]=3[CH:14]=2)(=[O:12])=[O:11])[CH:9]=1)=[O:4]. The catalyst class is: 106. (3) Reactant: [NH2:1][C:2]1[CH:15]=[CH:14][C:13]([Cl:16])=[CH:12][C:3]=1[C:4]([C:6]1[CH:11]=[CH:10][CH:9]=[CH:8][CH:7]=1)=O.[C:17]([NH:19][C:20]([NH:22][CH3:23])=[NH:21])#[N:18].O.[C:25]1([CH3:35])[CH:30]=[CH:29][C:28]([S:31]([OH:34])(=[O:33])=[O:32])=[CH:27][CH:26]=1. Product: [C:25]1([CH3:35])[CH:26]=[CH:27][C:28]([S:31]([O-:34])(=[O:32])=[O:33])=[CH:29][CH:30]=1.[Cl:16][C:13]1[CH:12]=[C:3]2[C:2](=[CH:15][CH:14]=1)[N:1]=[C:17]([NH:19][C:20]([NH:22][CH3:23])=[NH2+:21])[N:18]=[C:4]2[C:6]1[CH:11]=[CH:10][CH:9]=[CH:8][CH:7]=1. The catalyst class is: 5. (4) Reactant: Cl[C:2]1[N:11]=[C:10]([NH:12][CH2:13][CH:14]([C:21]2[CH:26]=[CH:25][N:24]=[CH:23][CH:22]=2)[C:15]2[CH:20]=[CH:19][N:18]=[CH:17][CH:16]=2)[C:9]2[C:4](=[CH:5][CH:6]=[CH:7][CH:8]=2)[N:3]=1.[CH3:27][C:28]1[C:33](B(O)O)=[CH:32][N:31]2[CH:37]=[CH:38][N:39]=[C:30]2[CH:29]=1.C(NC1C2C(=CC=CC=2)N=C(C2SC3C=CC=CC=3C=2)N=1)(C1C=CC=CC=1)C1C=CC=CC=1. Product: [N:18]1[CH:19]=[CH:20][C:15]([CH:14]([C:21]2[CH:26]=[CH:25][N:24]=[CH:23][CH:22]=2)[CH2:13][NH:12][C:10]2[C:9]3[C:4](=[CH:5][CH:6]=[CH:7][CH:8]=3)[N:3]=[C:2]([C:33]3[C:28]([CH3:27])=[CH:29][C:30]4[N:31]([CH:37]=[CH:38][N:39]=4)[CH:32]=3)[N:11]=2)=[CH:16][CH:17]=1. The catalyst class is: 147. (5) Reactant: CS(O[CH2:6][C:7]1[CH:12]=[C:11]([O:13][CH2:14][CH3:15])[C:10]([C:16](=[O:19])[NH:17][CH3:18])=[CH:9][N:8]=1)(=O)=O.[NH3:20]. Product: [NH2:20][CH2:6][C:7]1[CH:12]=[C:11]([O:13][CH2:14][CH3:15])[C:10]([C:16]([NH:17][CH3:18])=[O:19])=[CH:9][N:8]=1. The catalyst class is: 5. (6) Reactant: C([O:8][C:9]1[CH:10]=[CH:11][C:12]([C@@H:20]([O:70][Si:71]([C:74]([CH3:77])([CH3:76])[CH3:75])([CH3:73])[CH3:72])[CH2:21][NH:22][CH2:23][CH2:24][C:25]2[CH:69]=[CH:68][C:28]([O:29][CH2:30][CH2:31][N:32]([CH3:67])[C:33]([C:35]3[CH:36]=[C:37]([S:41]([C:44]4[CH:45]=[C:46]5[C:51](=[C:52]([CH3:54])[CH:53]=4)[N:50]=[CH:49][C:48]([C:55]([NH2:57])=[O:56])=[C:47]5[NH:58][C:59]4[CH:64]=[CH:63][CH:62]=[C:61]([O:65][CH3:66])[CH:60]=4)(=[O:43])=[O:42])[CH:38]=[CH:39][CH:40]=3)=[O:34])=[CH:27][CH:26]=2)=[C:13]2[C:18]=1[NH:17][C:16](=[O:19])[CH:15]=[CH:14]2)C1C=CC=CC=1. Product: [Si:71]([O:70][C@H:20]([C:12]1[CH:11]=[CH:10][C:9]([OH:8])=[C:18]2[C:13]=1[CH:14]=[CH:15][C:16](=[O:19])[NH:17]2)[CH2:21][NH:22][CH2:23][CH2:24][C:25]1[CH:69]=[CH:68][C:28]([O:29][CH2:30][CH2:31][N:32]([CH3:67])[C:33]([C:35]2[CH:36]=[C:37]([S:41]([C:44]3[CH:45]=[C:46]4[C:51](=[C:52]([CH3:54])[CH:53]=3)[N:50]=[CH:49][C:48]([C:55]([NH2:57])=[O:56])=[C:47]4[NH:58][C:59]3[CH:64]=[CH:63][CH:62]=[C:61]([O:65][CH3:66])[CH:60]=3)(=[O:43])=[O:42])[CH:38]=[CH:39][CH:40]=2)=[O:34])=[CH:27][CH:26]=1)([C:74]([CH3:77])([CH3:75])[CH3:76])([CH3:72])[CH3:73]. The catalyst class is: 5. (7) Reactant: [S:1]1[CH:5]=[CH:4][C:3]2[CH:6]=[C:7]3[C:12](=[CH:13][C:2]1=2)[CH:11]=[CH:10][CH:9]=[CH:8]3.C1C[O:17][CH2:16]C1.C([Li])CCC.CN(C)C=O. Product: [S:1]1[C:5]([CH:16]=[O:17])=[CH:4][C:3]2[CH:6]=[C:7]3[C:12](=[CH:13][C:2]1=2)[CH:11]=[CH:10][CH:9]=[CH:8]3. The catalyst class is: 581. (8) Reactant: [C:1]([O:5][P:6]([O-:13])([O:8][C:9]([CH3:12])([CH3:11])[CH3:10])=[O:7])([CH3:4])([CH3:3])[CH3:2].C([N+](CCCC)(CCCC)CCCC)CCC.[Br:31][CH2:32][CH2:33]Br. Product: [P:6]([O:5][C:1]([CH3:4])([CH3:3])[CH3:2])([O:8][C:9]([CH3:12])([CH3:11])[CH3:10])([O:13][CH2:33][CH2:32][Br:31])=[O:7]. The catalyst class is: 216. (9) Reactant: [CH3:1][O:2][C:3]([C:5]1[CH:31]=[CH:30][C:8]2[N:9]=[C:10]([NH:12][CH:13]3[CH2:18][CH2:17][N:16]([CH2:19][C:20]4[CH:25]=[CH:24][C:23](O)=[C:22]([O:27][CH2:28][CH3:29])[CH:21]=4)[CH2:15][CH2:14]3)[O:11][C:7]=2[CH:6]=1)=[O:4].[Cl:32]C1C=CC(C=O)=CC=1OCC.C([BH3-])#N.[Na+].C(N(C(C)C)C(C)C)C. Product: [CH3:1][O:2][C:3]([C:5]1[CH:31]=[CH:30][C:8]2[N:9]=[C:10]([NH:12][CH:13]3[CH2:18][CH2:17][N:16]([CH2:19][C:20]4[CH:25]=[CH:24][C:23]([Cl:32])=[C:22]([O:27][CH2:28][CH3:29])[CH:21]=4)[CH2:15][CH2:14]3)[O:11][C:7]=2[CH:6]=1)=[O:4]. The catalyst class is: 212. (10) Reactant: C[O:2][C:3](=[O:40])[CH2:4][O:5][C:6]1[CH:11]=[CH:10][C:9]([C:12]([C:17]2[CH:22]=[CH:21][C:20]([CH2:23][CH2:24][CH:25]([O:30][Si:31]([C:34]([CH3:37])([CH3:36])[CH3:35])([CH3:33])[CH3:32])[C:26]([CH3:29])([CH3:28])[CH3:27])=[C:19]([CH3:38])[CH:18]=2)([CH2:15][CH3:16])[CH2:13][CH3:14])=[CH:8][C:7]=1[CH3:39].[OH-].[Na+].Cl. Product: [C:34]([Si:31]([CH3:32])([CH3:33])[O:30][CH:25]([C:26]([CH3:29])([CH3:28])[CH3:27])[CH2:24][CH2:23][C:20]1[CH:21]=[CH:22][C:17]([C:12]([C:9]2[CH:10]=[CH:11][C:6]([O:5][CH2:4][C:3]([OH:40])=[O:2])=[C:7]([CH3:39])[CH:8]=2)([CH2:13][CH3:14])[CH2:15][CH3:16])=[CH:18][C:19]=1[CH3:38])([CH3:35])([CH3:37])[CH3:36]. The catalyst class is: 92.